Predict the product of the given reaction. From a dataset of Forward reaction prediction with 1.9M reactions from USPTO patents (1976-2016). (1) Given the reactants C(O[BH-](OC(=O)C)OC(=O)C)(=O)C.[Na+].[CH:15]([C:17]1[CH:18]=[C:19]([NH:25][C:26](=[O:48])[CH2:27][N:28]2[CH:32]=[C:31]([O:33][C:34]3[C:43]4[C:38](=[CH:39][C:40]([O:46][CH3:47])=[C:41]([O:44][CH3:45])[CH:42]=4)[N:37]=[CH:36][N:35]=3)[CH:30]=[N:29]2)[CH:20]=[CH:21][C:22]=1[O:23][CH3:24])=O.[CH3:49][C:50](=[CH2:53])[CH2:51][NH2:52].CO, predict the reaction product. The product is: [CH3:24][O:23][C:22]1[CH:21]=[CH:20][C:19]([NH:25][C:26](=[O:48])[CH2:27][N:28]2[CH:32]=[C:31]([O:33][C:34]3[C:43]4[C:38](=[CH:39][C:40]([O:46][CH3:47])=[C:41]([O:44][CH3:45])[CH:42]=4)[N:37]=[CH:36][N:35]=3)[CH:30]=[N:29]2)=[CH:18][C:17]=1[CH2:15][NH:52][CH2:51][C:50]([CH3:53])=[CH2:49]. (2) Given the reactants O.C1(C)C=CC([S:8](O)(=O)=O)=CC=1.C([O:17][C:18]([NH:20][C@@H:21](CC1C=CC=CC=1)[C@@H:22]1[O:24][CH2:23]1)=[O:19])(C)(C)C.[C:32]1([CH3:38])[CH:37]=[CH:36][CH:35]=[CH:34][CH:33]=1, predict the reaction product. The product is: [OH:24][CH2:23][C@H:22]1[O:17][C:18](=[O:19])[NH:20][C@H:21]1[S:8][CH2:38][C:32]1[CH:37]=[CH:36][CH:35]=[CH:34][CH:33]=1. (3) Given the reactants Br[C:2]1[CH:7]=[CH:6][CH:5]=[C:4]([Br:8])[C:3]=1[CH2:9][CH3:10].[Li]CCCC.CN([CH:19]=[O:20])C.[NH4+].[Cl-], predict the reaction product. The product is: [Br:8][C:4]1[C:3]([CH2:9][CH3:10])=[C:2]([CH:7]=[CH:6][CH:5]=1)[CH:19]=[O:20]. (4) Given the reactants [Cl:1][C:2]1[CH:15]=[C:14]([Cl:16])[C:13]([O:17][C:18]2[N:22]([CH3:23])[N:21]=[C:20]([CH3:24])[C:19]=2[CH3:25])=[CH:12][C:3]=1[CH2:4][CH:5]1[S:9][C:8](=N)[NH:7][C:6]1=[O:11].C(=O)([O-])[OH:27].[Na+], predict the reaction product. The product is: [Cl:1][C:2]1[CH:15]=[C:14]([Cl:16])[C:13]([O:17][C:18]2[N:22]([CH3:23])[N:21]=[C:20]([CH3:24])[C:19]=2[CH3:25])=[CH:12][C:3]=1[CH2:4][CH:5]1[S:9][C:8](=[O:27])[NH:7][C:6]1=[O:11]. (5) Given the reactants [CH2:1]([O:3][C:4]1[N:13]=[CH:12][CH:11]=[C:10]2[C:5]=1[CH:6]([C:22]1[CH:29]=[CH:28][C:25]([C:26]#[N:27])=[CH:24][C:23]=1[O:30][CH3:31])[C:7]([C:15]([N:17]1C=CN=C1)=[O:16])=[C:8]([CH3:14])[NH:9]2)[CH3:2].N, predict the reaction product. The product is: [C:26]([C:25]1[CH:28]=[CH:29][C:22]([CH:6]2[C:5]3[C:10](=[CH:11][CH:12]=[N:13][C:4]=3[O:3][CH2:1][CH3:2])[NH:9][C:8]([CH3:14])=[C:7]2[C:15]([NH2:17])=[O:16])=[C:23]([O:30][CH3:31])[CH:24]=1)#[N:27]. (6) Given the reactants [CH3:1][O:2][C:3]1[CH:8]=[CH:7][CH:6]=[C:5]([O:9][CH3:10])[C:4]=1[CH:11]1[NH:16][C:15](=[O:17])[CH2:14][CH2:13][CH2:12]1.Cl[CH2:19][C:20]1[CH:29]=[CH:28][C:27]2[C:22](=[CH:23][CH:24]=[C:25]([O:30][CH3:31])[CH:26]=2)[CH:21]=1, predict the reaction product. The product is: [CH3:1][O:2][C:3]1[CH:8]=[CH:7][CH:6]=[C:5]([O:9][CH3:10])[C:4]=1[CH:11]1[N:16]([CH2:19][C:20]2[CH:29]=[CH:28][C:27]3[C:22](=[CH:23][CH:24]=[C:25]([O:30][CH3:31])[CH:26]=3)[CH:21]=2)[C:15](=[O:17])[CH2:14][CH2:13][CH2:12]1. (7) Given the reactants Br[C:2]1[N:6]([CH:7]([CH3:9])[CH3:8])[C:5]2[CH:10]([C:25]3[CH:30]=[CH:29][C:28]([Cl:31])=[CH:27][CH:26]=3)[N:11]([C:14]3[CH:15]=[C:16]([CH3:24])[C:17]4[N:18]([C:20]([CH3:23])=[N:21][N:22]=4)[CH:19]=3)[C:12](=[O:13])[C:4]=2[N:3]=1.C([Sn](CCCC)(CCCC)[C:37]1[O:38][CH:39]=[CH:40][N:41]=1)CCC, predict the reaction product. The product is: [Cl:31][C:28]1[CH:29]=[CH:30][C:25]([CH:10]2[C:5]3[N:6]([CH:7]([CH3:9])[CH3:8])[C:2]([C:37]4[O:38][CH:39]=[CH:40][N:41]=4)=[N:3][C:4]=3[C:12](=[O:13])[N:11]2[C:14]2[CH:15]=[C:16]([CH3:24])[C:17]3[N:18]([C:20]([CH3:23])=[N:21][N:22]=3)[CH:19]=2)=[CH:26][CH:27]=1.